This data is from Forward reaction prediction with 1.9M reactions from USPTO patents (1976-2016). The task is: Predict the product of the given reaction. (1) Given the reactants Cl[C:2]1[C:7]([N+:8]([O-:10])=[O:9])=[CH:6][CH:5]=[CH:4][C:3]=1[CH3:11].[CH3:12][S:13][CH2:14][CH2:15][NH2:16].C(N(CC)C(C)C)(C)C, predict the reaction product. The product is: [CH3:11][C:3]1[CH:4]=[CH:5][CH:6]=[C:7]([N+:8]([O-:10])=[O:9])[C:2]=1[NH:16][CH2:15][CH2:14][S:13][CH3:12]. (2) Given the reactants C(O[C@@H]1[C@@H](CO)S[C@@H](N2C=CC(=O)NC2=O)C1)(=O)C.P(Cl)([O-])OCC1C(=CC=CC=1)O.[P:32]([O:44][CH2:45][C@H:46]1[S:50][C@@H:49]([N:51]2[CH:58]=[CH:57][C:55](=[O:56])[NH:54][C:52]2=[O:53])[C@H:48](O)[C@@H:47]1[OH:60])([O:35][P:36]([O:39][P:40]([OH:43])([OH:42])=[O:41])([OH:38])=[O:37])(=[O:34])[OH:33], predict the reaction product. The product is: [P:32]([O:44][CH2:45][C@H:46]1[S:50][C@@H:49]([N:51]2[CH:58]=[CH:57][C:55](=[O:56])[NH:54][C:52]2=[O:53])[CH2:48][C@@H:47]1[OH:60])([O:35][P:36]([O:39][P:40]([OH:42])([OH:43])=[O:41])([OH:38])=[O:37])(=[O:33])[OH:34].